Dataset: Full USPTO retrosynthesis dataset with 1.9M reactions from patents (1976-2016). Task: Predict the reactants needed to synthesize the given product. (1) Given the product [ClH:1].[CH:2]1([C:5]2[N:9]([CH3:10])[C:8]3[CH:11]=[C:12]([N:15]4[CH:20]=[CH:19][C:18]([O:21][CH2:22][C:23]5[S:24][C:25]([C:28]([F:29])([F:30])[F:31])=[CH:26][CH:27]=5)=[CH:17][C:16]4=[O:32])[CH:13]=[CH:14][C:7]=3[N:6]=2)[CH2:3][CH2:4]1, predict the reactants needed to synthesize it. The reactants are: [ClH:1].[CH:2]1([C:5]2[N:9]([CH3:10])[C:8]3[CH:11]=[C:12]([N:15]4[CH:20]=[CH:19][C:18]([O:21][CH2:22][C:23]5[S:24][C:25]([C:28]([F:31])([F:30])[F:29])=[CH:26][CH:27]=5)=[CH:17][C:16]4=[O:32])[CH:13]=[CH:14][C:7]=3[N:6]=2)[CH2:4][CH2:3]1. (2) Given the product [CH:33]1([C:31]([CH:30]([Br:1])[C:29]2[CH:36]=[CH:37][CH:38]=[CH:39][C:28]=2[F:27])=[O:32])[CH2:35][CH2:34]1, predict the reactants needed to synthesize it. The reactants are: [Br:1]N1C(=O)CCC1=O.C(OOC(=O)C1C=CC=CC=1)(=O)C1C=CC=CC=1.[F:27][C:28]1[CH:39]=[CH:38][CH:37]=[CH:36][C:29]=1[CH2:30][C:31]([CH:33]1[CH2:35][CH2:34]1)=[O:32].C1(C)C=CC=CC=1. (3) Given the product [NH2:5][C:8]1([C:1]#[N:2])[CH2:13][CH2:12][CH2:11][CH2:10][CH2:9]1, predict the reactants needed to synthesize it. The reactants are: [C-:1]#[N:2].[Na+].[OH-].[NH4+:5].[Cl-].[NH4+].[C:8]1(=O)[CH2:13][CH2:12][CH2:11][CH2:10][CH2:9]1. (4) Given the product [CH3:9][O:8][C:6]1[CH:7]=[C:2]([C:18]2[CH:23]=[CH:22][N:21]=[C:20]([C:24]([O:26][CH3:27])=[O:25])[CH:19]=2)[N:3]=[N:4][CH:5]=1, predict the reactants needed to synthesize it. The reactants are: Cl[C:2]1[N:3]=[N:4][CH:5]=[C:6]([O:8][CH3:9])[CH:7]=1.CC1(C)C(C)(C)OB([C:18]2[CH:23]=[CH:22][N:21]=[C:20]([C:24]([O:26][CH3:27])=[O:25])[CH:19]=2)O1.C([O-])([O-])=O.[K+].[K+]. (5) Given the product [NH2:8][C:9]1[CH:10]=[CH:11][C:12](/[CH:15]=[CH:16]/[C:17]([O:19][CH2:20][C:21]2[CH:22]=[CH:23][CH:24]=[CH:25][CH:26]=2)=[O:18])=[CH:13][CH:14]=1, predict the reactants needed to synthesize it. The reactants are: C(OC([NH:8][C:9]1[CH:14]=[CH:13][C:12](/[CH:15]=[CH:16]/[C:17]([O:19][CH2:20][C:21]2[CH:26]=[CH:25][CH:24]=[CH:23][CH:22]=2)=[O:18])=[CH:11][CH:10]=1)=O)(C)(C)C.C(O)(C(F)(F)F)=O.